This data is from Full USPTO retrosynthesis dataset with 1.9M reactions from patents (1976-2016). The task is: Predict the reactants needed to synthesize the given product. (1) Given the product [Cl:1][C:2]1[CH:7]=[C:6]([Cl:8])[CH:5]=[CH:4][C:3]=1[C:9]1[N:10]=[C:11]([CH2:16][C:17]2[CH:22]=[CH:21][C:20]([C:23]3[CH:24]=[CH:25][C:26]([O:29][CH2:31][C:32]([OH:34])=[O:33])=[CH:27][CH:28]=3)=[CH:19][CH:18]=2)[N:12]([CH2:14][CH3:15])[CH:13]=1, predict the reactants needed to synthesize it. The reactants are: [Cl:1][C:2]1[CH:7]=[C:6]([Cl:8])[CH:5]=[CH:4][C:3]=1[C:9]1[N:10]=[C:11]([CH2:16][C:17]2[CH:22]=[CH:21][C:20]([C:23]3[CH:28]=[CH:27][C:26]([OH:29])=[CH:25][CH:24]=3)=[CH:19][CH:18]=2)[N:12]([CH2:14][CH3:15])[CH:13]=1.Br[CH2:31][C:32]([O:34]C)=[O:33]. (2) Given the product [NH2:45][C:6]1[CH:5]=[C:13]([C@H:14]([NH:17][C:18]([N:20]2[C:26](=[O:27])[C@@H:25]([CH2:28][C:29]3[CH:34]=[C:33]([Cl:35])[CH:32]=[CH:31][C:30]=3[O:36][CH3:37])[CH2:24][N:23]3[CH:40]=[CH:39][N:38]=[C:22]3[CH2:21]2)=[O:19])[CH2:15][CH3:16])[CH:12]=[CH:11][C:7]=1[C:8]([O:10][C:46]([CH3:56])([CH3:51])[CH3:47])=[O:9], predict the reactants needed to synthesize it. The reactants are: C([C:5]1[C:6]([NH2:45])=[C:7]([CH:11]=[CH:12][C:13]=1[C@H:14]([NH:17][C:18]([N:20]1[C:26](=[O:27])[C@@H:25]([CH2:28][C:29]2[CH:34]=[C:33]([Cl:35])[CH:32]=[CH:31][C:30]=2[O:36][CH3:37])[CH2:24][NH:23][C:22](=[N:38][CH2:39][CH:40](OC)OC)[CH2:21]1)=[O:19])[CH2:15][CH3:16])[C:8]([OH:10])=[O:9])(C)(C)C.[C:46]1([CH3:56])[CH:51]=CC(S([O-])(=O)=O)=C[CH:47]=1.[NH+]1C=CC=CC=1. (3) Given the product [Si:1]([O:18][CH2:19][CH2:20][NH:21][CH3:22])([C:14]([CH3:16])([CH3:17])[CH3:15])([C:8]1[CH:9]=[CH:10][CH:11]=[CH:12][CH:13]=1)[C:2]1[CH:3]=[CH:4][CH:5]=[CH:6][CH:7]=1, predict the reactants needed to synthesize it. The reactants are: [Si:1]([O:18][CH2:19][CH2:20][NH:21][CH2:22]C)([C:14]([CH3:17])([CH3:16])[CH3:15])([C:8]1[CH:13]=[CH:12][CH:11]=[CH:10][CH:9]=1)[C:2]1[CH:7]=[CH:6][CH:5]=[CH:4][CH:3]=1.CNCCO. (4) Given the product [O:3]1[CH2:4][CH2:5][O:1][CH:2]1[C:6]1[CH:11]=[CH:10][C:9]([N:12]2[CH:16]=[C:15]([C:17]([OH:19])=[O:18])[N:14]=[N:13]2)=[CH:8][CH:7]=1, predict the reactants needed to synthesize it. The reactants are: [O:1]1[CH2:5][CH2:4][O:3][CH:2]1[C:6]1[CH:11]=[CH:10][C:9]([N:12]2[CH:16]=[C:15]([C:17]([O:19]CC)=[O:18])[N:14]=[N:13]2)=[CH:8][CH:7]=1.[OH-].[K+].Cl. (5) Given the product [CH3:15][O:13][C:12](=[O:14])[CH2:11][C:8]1[CH:7]=[CH:6][C:5]([S:2]([CH3:1])(=[O:3])=[O:4])=[CH:10][CH:9]=1, predict the reactants needed to synthesize it. The reactants are: [CH3:1][S:2]([C:5]1[CH:10]=[CH:9][C:8]([CH2:11][C:12]([OH:14])=[O:13])=[CH:7][CH:6]=1)(=[O:4])=[O:3].[CH3:15]O. (6) Given the product [NH2:31][C:29]1[CH:28]=[CH:27][C:3]([O:4][C:5]2[N:10]=[CH:9][N:8]=[C:7]([NH:11][C:12](=[O:26])[N:13]([CH:15]3[CH2:20][CH2:19][N:18]([CH2:21][CH2:22][N:23]([CH3:25])[CH3:24])[CH2:17][CH2:16]3)[CH3:14])[CH:6]=2)=[C:2]([F:1])[CH:30]=1, predict the reactants needed to synthesize it. The reactants are: [F:1][C:2]1[CH:30]=[C:29]([N+:31]([O-])=O)[CH:28]=[CH:27][C:3]=1[O:4][C:5]1[N:10]=[CH:9][N:8]=[C:7]([NH:11][C:12](=[O:26])[N:13]([CH:15]2[CH2:20][CH2:19][N:18]([CH2:21][CH2:22][N:23]([CH3:25])[CH3:24])[CH2:17][CH2:16]2)[CH3:14])[CH:6]=1. (7) The reactants are: [H][H].[F:3][C:4]1[C:9]([O:10][CH2:11][CH2:12][CH2:13][O:14][CH3:15])=[CH:8][C:7]([NH2:16])=[C:6]([N+:17]([O-])=O)[CH:5]=1. Given the product [F:3][C:4]1[CH:5]=[C:6]([NH2:17])[C:7]([NH2:16])=[CH:8][C:9]=1[O:10][CH2:11][CH2:12][CH2:13][O:14][CH3:15], predict the reactants needed to synthesize it. (8) Given the product [C:1]([C:5]1[CH:30]=[CH:29][C:8]([C:9]([NH:11][C:12]2[CH:27]=[CH:26][C:25]([F:28])=[CH:24][C:13]=2[C:14]([NH:16][C:17]2[CH:22]=[CH:21][C:20]([Cl:23])=[CH:19][N:18]=2)=[O:15])=[O:10])=[C:7]([O:31][CH:32]2[CH2:37][CH2:36][N:35]([CH3:40])[CH2:34][CH2:33]2)[CH:6]=1)([CH3:4])([CH3:2])[CH3:3], predict the reactants needed to synthesize it. The reactants are: [C:1]([C:5]1[CH:30]=[CH:29][C:8]([C:9]([NH:11][C:12]2[CH:27]=[CH:26][C:25]([F:28])=[CH:24][C:13]=2[C:14]([NH:16][C:17]2[CH:22]=[CH:21][C:20]([Cl:23])=[CH:19][N:18]=2)=[O:15])=[O:10])=[C:7]([O:31][CH:32]2[CH2:37][CH2:36][NH:35][CH2:34][CH2:33]2)[CH:6]=1)([CH3:4])([CH3:3])[CH3:2].C=O.[C:40](O)(=O)C. (9) Given the product [CH3:1][O:2][C:3]1[C:8]2[CH:9]=[CH:10][O:11][C:7]=2[C:6](/[CH:12]=[CH:15]/[C:16]([OH:18])=[O:17])=[CH:5][CH:4]=1, predict the reactants needed to synthesize it. The reactants are: [CH3:1][O:2][C:3]1[C:8]2[CH:9]=[CH:10][O:11][C:7]=2[C:6]([CH:12]=O)=[CH:5][CH:4]=1.C(O)(=O)[CH2:15][C:16]([OH:18])=[O:17].N1CCCCC1.Cl. (10) Given the product [F:26][C:27]([F:29])([F:28])[CH:6]([C:2]1[S:1][CH:5]=[CH:4][N:3]=1)[OH:7], predict the reactants needed to synthesize it. The reactants are: [S:1]1[CH:5]=[CH:4][N:3]=[C:2]1[CH:6]=[O:7].[F-].C([N+](CCCC)(CCCC)CCCC)CCC.[F:26][C:27]([Si](C)(C)C)([F:29])[F:28].Cl.